From a dataset of Forward reaction prediction with 1.9M reactions from USPTO patents (1976-2016). Predict the product of the given reaction. (1) Given the reactants FC(F)(F)C(O)=O.C([Mg]Br)C.FC(F)(F)C(O)=O.[CH3:19][C@@H:20]1[NH:24][C@H:23]([C:25]([O:27][CH2:28][CH3:29])=[O:26])[CH2:22][CH2:21]1.C(N(CC)CC)C.[CH3:37][C:38]([O:41][C:42](O[C:42]([O:41][C:38]([CH3:40])([CH3:39])[CH3:37])=[O:43])=[O:43])([CH3:40])[CH3:39], predict the reaction product. The product is: [CH3:19][C@@H:20]1[NH:24][C@H:23]([C:25]([O:27][CH2:28][CH3:29])=[O:26])[CH2:22][CH2:21]1.[CH3:29][CH2:28][O:27][C:25]([CH:23]1[CH2:22][CH2:21][CH:20]([CH3:19])[N:24]1[C:42]([O:41][C:38]([CH3:40])([CH3:39])[CH3:37])=[O:43])=[O:26]. (2) Given the reactants Cl[C:2]1[CH:7]=[CH:6][N:5]=[C:4]([S:8][CH3:9])[N:3]=1.[F:10][C:11]1[CH:16]=[CH:15][CH:14]=[CH:13][C:12]=1B(O)O.C([O-])([O-])=O.[Na+].[Na+].C1(P(C2C=CC=CC=2)C2C=CC=CC=2)C=CC=CC=1, predict the reaction product. The product is: [F:10][C:11]1[CH:16]=[CH:15][CH:14]=[CH:13][C:12]=1[C:2]1[CH:7]=[CH:6][N:5]=[C:4]([S:8][CH3:9])[N:3]=1. (3) Given the reactants [C:1]1([N:7]2[CH:11]=[CH:10][C:9]([C:12]([OH:14])=O)=[C:8]2[C:15]2[CH:20]=[CH:19][CH:18]=[CH:17][CH:16]=2)[CH:6]=[CH:5][CH:4]=[CH:3][CH:2]=1.C([N:28]1[CH2:33][CH2:32][NH:31][C@H:30]([CH2:34][CH2:35][C:36]2[CH:41]=[CH:40][CH:39]=[CH:38][CH:37]=2)[CH2:29]1)C1C=CC=CC=1.CCN=C=NCCCN(C)C.[ClH:53].C1C=CC2N(O)N=NC=2C=1.C(=O)(O)[O-].[Na+], predict the reaction product. The product is: [ClH:53].[C:1]1([N:7]2[CH:11]=[CH:10][C:9]([C:12]([N:31]3[CH2:32][CH2:33][NH:28][CH2:29][C@H:30]3[CH2:34][CH2:35][C:36]3[CH:41]=[CH:40][CH:39]=[CH:38][CH:37]=3)=[O:14])=[C:8]2[C:15]2[CH:20]=[CH:19][CH:18]=[CH:17][CH:16]=2)[CH:6]=[CH:5][CH:4]=[CH:3][CH:2]=1. (4) Given the reactants C([CH:3]([CH2:7][C:8](Cl)=[O:9])[C:4](Cl)=[O:5])C.[NH2:11][C:12]1[CH:22]=[CH:21][C:20]([O:23][C:24]([F:27])([F:26])[F:25])=[CH:19][C:13]=1[C:14]([O:16][CH2:17][CH3:18])=[O:15].[OH2:28].N1[CH:34]=[CH:33]C=CC=1, predict the reaction product. The product is: [CH2:33]([O:28][C:8](=[O:9])[CH2:7][CH2:3][C:4]([NH:11][C:12]1[CH:22]=[CH:21][C:20]([O:23][C:24]([F:25])([F:26])[F:27])=[CH:19][C:13]=1[C:14]([O:16][CH2:17][CH3:18])=[O:15])=[O:5])[CH3:34].